This data is from Catalyst prediction with 721,799 reactions and 888 catalyst types from USPTO. The task is: Predict which catalyst facilitates the given reaction. (1) Reactant: [CH3:1][C:2]1[N:3]=[C:4]([NH:19]C(=O)C)[S:5][C:6]=1[C:7]1[N:8]=[C:9]([NH:12][C:13]2[CH:14]=[N:15][CH:16]=[CH:17][CH:18]=2)[S:10][CH:11]=1.Cl.C([O-])(O)=O.[Na+]. Product: [CH3:1][C:2]1[N:3]=[C:4]([NH2:19])[S:5][C:6]=1[C:7]1[N:8]=[C:9]([NH:12][C:13]2[CH:14]=[N:15][CH:16]=[CH:17][CH:18]=2)[S:10][CH:11]=1. The catalyst class is: 8. (2) Reactant: [Cl:1][C:2]1[CH:3]=[CH:4][C:5]([O:29][CH2:30][C:31]2[CH:36]=[CH:35][C:34]([Cl:37])=[CH:33][C:32]=2[F:38])=[C:6]([CH:28]=1)[CH2:7][N:8]1[C:16]2[CH:15]=[CH:14][CH:13]=[C:12]([C:17]([O:19]C)=[O:18])[C:11]=2[C:10](/[CH:21]=[CH:22]/[C:23]([O:25]CC)=[O:24])=[CH:9]1.[OH-].[Na+:40]. Product: [C:23](/[CH:22]=[CH:21]/[C:10]1[C:11]2[C:12]([C:17]([O-:19])=[O:18])=[CH:13][CH:14]=[CH:15][C:16]=2[N:8]([CH2:7][C:6]2[CH:28]=[C:2]([Cl:1])[CH:3]=[CH:4][C:5]=2[O:29][CH2:30][C:31]2[CH:36]=[CH:35][C:34]([Cl:37])=[CH:33][C:32]=2[F:38])[CH:9]=1)([O-:25])=[O:24].[Na+:40].[Na+:40]. The catalyst class is: 14. (3) Reactant: [F:1][C:2]1[CH:3]=[C:4]([CH:7]=[CH:8][CH:9]=1)[CH2:5][NH2:6].C([O:12][C:13]([C:15]1[C:16]([OH:30])=[N:17][C:18]2[C:23]([C:24]=1[OH:25])=[CH:22][CH:21]=[C:20]([C:26]([F:29])([F:28])[F:27])[CH:19]=2)=O)C.C(Cl)Cl. Product: [F:1][C:2]1[CH:3]=[C:4]([CH:7]=[CH:8][CH:9]=1)[CH2:5][NH:6][C:13]([C:15]1[C:16]([OH:30])=[N:17][C:18]2[C:23]([C:24]=1[OH:25])=[CH:22][CH:21]=[C:20]([C:26]([F:29])([F:27])[F:28])[CH:19]=2)=[O:12]. The catalyst class is: 14.